Regression. Given two drug SMILES strings and cell line genomic features, predict the synergy score measuring deviation from expected non-interaction effect. From a dataset of NCI-60 drug combinations with 297,098 pairs across 59 cell lines. Drug 2: C1CCC(C(C1)N)N.C(=O)(C(=O)[O-])[O-].[Pt+4]. Drug 1: C1CN(CCN1C(=O)CCBr)C(=O)CCBr. Synergy scores: CSS=59.6, Synergy_ZIP=-4.36, Synergy_Bliss=-3.62, Synergy_Loewe=-0.291, Synergy_HSA=1.70. Cell line: HCT-15.